From a dataset of Full USPTO retrosynthesis dataset with 1.9M reactions from patents (1976-2016). Predict the reactants needed to synthesize the given product. (1) Given the product [Br:1][C:2]1[CH:3]=[C:4]([CH3:11])[C:5]([C:8]([O:10][CH2:17][CH3:18])=[O:9])=[N:6][CH:7]=1, predict the reactants needed to synthesize it. The reactants are: [Br:1][C:2]1[CH:3]=[C:4]([CH3:11])[C:5]([C:8]([OH:10])=[O:9])=[N:6][CH:7]=1.S(=O)(=O)(O)O.[CH2:17](O)[CH3:18]. (2) Given the product [N:4]1[CH:5]=[CH:6][CH:7]=[CH:8][C:3]=1[C:1]1[NH:2][C:15]([C:14]2[CH:19]=[CH:20][CH:21]=[C:12]([C:10]#[N:11])[CH:13]=2)=[N:17][N:18]=1, predict the reactants needed to synthesize it. The reactants are: [C:1]([C:3]1[CH:8]=[CH:7][CH:6]=[CH:5][N:4]=1)#[N:2].[Na].[C:10]([C:12]1[CH:13]=[C:14]([CH:19]=[CH:20][CH:21]=1)[C:15]([NH:17][NH2:18])=O)#[N:11]. (3) Given the product [C:13]1([C:3]2[CH:4]=[N:5][C:6]3[C:11]([C:2]=2[C:24]2[CH:25]=[C:20]([OH:19])[CH:21]=[CH:22][CH:23]=2)=[CH:10][CH:9]=[CH:8][C:7]=3[C:24]2[CH:25]=[C:20]([OH:19])[CH:21]=[CH:22][CH:23]=2)[CH:18]=[CH:17][CH:16]=[CH:15][CH:14]=1, predict the reactants needed to synthesize it. The reactants are: Br[C:2]1[C:11]2[C:6](=[C:7](Cl)[CH:8]=[CH:9][CH:10]=2)[N:5]=[CH:4][C:3]=1[C:13]1[CH:18]=[CH:17][CH:16]=[CH:15][CH:14]=1.[OH:19][C:20]1[CH:21]=[C:22](B(O)O)[CH:23]=[CH:24][CH:25]=1. (4) Given the product [ClH:9].[C:11]([N:14]1[C:18]2[CH:19]=[CH:20][C:21]([Cl:23])=[CH:22][C:17]=2[S:16][CH:15]1[C:24]1[CH:29]=[C:28]([O:30][CH3:31])[CH:27]=[CH:26][C:25]=1[O:32][CH2:33][CH2:34][CH2:35][N:36]([CH:37]([CH3:39])[CH3:38])[CH2:40][CH:1]([C:49]([OH:51])=[O:50])[C:2]1[CH:7]=[CH:6][CH:5]=[CH:4][CH:3]=1)(=[O:13])[CH3:12], predict the reactants needed to synthesize it. The reactants are: [C:1]([Cl:9])(=O)[C:2]1[CH:7]=[CH:6][CH:5]=[CH:4][CH:3]=1.Cl.[C:11]([N:14]1[C:18]2[CH:19]=[CH:20][C:21]([Cl:23])=[CH:22][C:17]=2[S:16][CH:15]1[C:24]1[CH:29]=[C:28]([O:30][CH3:31])[CH:27]=[CH:26][C:25]=1[O:32][CH2:33][CH2:34][CH2:35][N:36]([CH2:40]CO)[CH:37]([CH3:39])[CH3:38])(=[O:13])[CH3:12].N1C=CC=CC=1.[C:49](=O)([O-:51])[OH:50].[Na+]. (5) Given the product [N:4]1[CH:5]=[CH:6][CH:7]=[C:2]([C:1]([O:9][Si:11]([CH3:13])([CH3:12])[CH3:10])=[O:8])[CH:3]=1, predict the reactants needed to synthesize it. The reactants are: [C:1]([OH:9])(=[O:8])[C:2]1[CH:7]=[CH:6][CH:5]=[N:4][CH:3]=1.[CH3:10][Si:11](N[Si:11]([CH3:13])([CH3:12])[CH3:10])([CH3:13])[CH3:12].